This data is from Reaction yield outcomes from USPTO patents with 853,638 reactions. The task is: Predict the reaction yield, written as a fraction of the theoretical maximum amount of product (1.0 means a 100% yield; for example, 0.34 means a 34% yield). (1) The reactants are [Cl-].[Mg+2].[Cl-].[CH2:4]([O:6][C:7](=[O:21])[C:8](=O)[CH2:9][N:10]1[C:19]2[C:14](=[CH:15][CH:16]=[CH:17][CH:18]=2)[CH2:13][CH2:12][CH2:11]1)[CH3:5]. The yield is 0.480. The catalyst is COCCO.O1CCCC1. The product is [CH2:4]([O:6][C:7]([C:8]1[C:18]2=[C:19]3[C:14](=[CH:15][CH:16]=[CH:17]2)[CH2:13][CH2:12][CH2:11][N:10]3[CH:9]=1)=[O:21])[CH3:5]. (2) The reactants are Cl.[F:2][C:3]1[CH:8]=[CH:7][C:6]([C:9]2[N:10]=[C:11]([CH:15]3[CH2:20][CH2:19][N:18]([C:21]4[N:26]=[CH:25][N:24]=[C:23]5[NH:27][N:28]=[CH:29][C:22]=45)[CH2:17][CH2:16]3)[N:12](C)[CH:13]=2)=[CH:5][C:4]=1[C:30]([F:33])([F:32])[F:31].[Cl:34][CH2:35]Cl. No catalyst specified. The product is [ClH:34].[F:2][C:3]1[CH:8]=[CH:7][C:6]([C:9]2[N:10]([CH3:35])[CH:11]([CH:15]3[CH2:16][CH2:17][N:18]([C:21]4[N:26]=[CH:25][N:24]=[C:23]5[NH:27][N:28]=[CH:29][C:22]=45)[CH2:19][CH2:20]3)[NH:12][CH:13]=2)=[CH:5][C:4]=1[C:30]([F:33])([F:32])[F:31]. The yield is 0.985. (3) The reactants are Br[C:2]1[CH:3]=[C:4]2[C:10]([C:11]3[S:12][CH:13]=[CH:14][N:15]=3)=[CH:9][N:8](S(C3C=CC(C)=CC=3)(=O)=O)[C:5]2=[N:6][CH:7]=1.[N:26]1[CH:31]=[CH:30][CH:29]=[C:28](B(O)O)[CH:27]=1.C(#N)C.C([O-])(O)=O.[Na+]. The catalyst is C(OCC)(=O)C. The product is [N:26]1[CH:31]=[CH:30][CH:29]=[C:28]([C:2]2[CH:3]=[C:4]3[C:10]([C:11]4[S:12][CH:13]=[CH:14][N:15]=4)=[CH:9][NH:8][C:5]3=[N:6][CH:7]=2)[CH:27]=1. The yield is 0.760. (4) The reactants are Cl[C:2]1[CH:7]=[CH:6][N:5]2[N:8]=[CH:9][C:10]([C:11]([NH:13][C:14]3[C:15]([C:20]4[CH:25]=[CH:24][CH:23]=[C:22]([Cl:26])[CH:21]=4)=[N:16][N:17]([CH3:19])[CH:18]=3)=[O:12])=[C:4]2[N:3]=1.[CH:27]1([CH2:30][NH2:31])[CH2:29][CH2:28]1.C(N(CC)C(C)C)(C)C. The catalyst is C(O)C. The product is [Cl:26][C:22]1[CH:21]=[C:20]([C:15]2[C:14]([NH:13][C:11]([C:10]3[CH:9]=[N:8][N:5]4[CH:6]=[CH:7][C:2]([NH:31][CH2:30][CH:27]5[CH2:29][CH2:28]5)=[N:3][C:4]=34)=[O:12])=[CH:18][N:17]([CH3:19])[N:16]=2)[CH:25]=[CH:24][CH:23]=1. The yield is 0.640. (5) The reactants are [CH3:1][O:2][C:3]([NH:5][C@H:6]([C:10]([N:12]1[CH2:16][C@@H:15]([CH3:17])[CH2:14][C@H:13]1[C:18]1[NH:19][C:20]([C:23]2[CH:28]=[C:27]3[CH2:29][O:30][C:31]4[CH:56]=[C:55]5[C:34]([CH:35]=[CH:36][C:37]6[N:41]=[C:40]([C@@H:42]7[CH2:46][C@H:45]([CH3:47])[CH2:44][N:43]7C(OC(C)(C)C)=O)[NH:39][C:38]=65)=[CH:33][C:32]=4[C:26]3=[CH:25][CH:24]=2)=[CH:21][N:22]=1)=[O:11])[CH:7]([CH3:9])[CH3:8])=[O:4].Cl.[CH3:58][O:59][C:60]([NH:62][C@H:63]([C:67]1[CH:72]=[CH:71][CH:70]=[CH:69][CH:68]=1)[C:64]([OH:66])=O)=[O:61].CCOC(C(C#N)=NOC(N1CCOCC1)=[N+](C)C)=O.F[P-](F)(F)(F)(F)F.CCN(C(C)C)C(C)C. The catalyst is C(Cl)Cl.CO.CCOC(C)=O.CN(C=O)C.CO. The product is [CH3:58][O:59][C:60]([NH:62][C@H:63]([C:67]1[CH:72]=[CH:71][CH:70]=[CH:69][CH:68]=1)[C:64]([N:43]1[CH2:44][C@@H:45]([CH3:47])[CH2:46][C@H:42]1[C:40]1[NH:39][C:38]2[C:55]3[C:34]([CH:35]=[CH:36][C:37]=2[N:41]=1)=[CH:33][C:32]1[C:26]2[C:27]([CH2:29][O:30][C:31]=1[CH:56]=3)=[CH:28][C:23]([C:20]1[NH:19][C:18]([C@@H:13]3[CH2:14][C@H:15]([CH3:17])[CH2:16][N:12]3[C:10](=[O:11])[C@@H:6]([NH:5][C:3](=[O:4])[O:2][CH3:1])[CH:7]([CH3:8])[CH3:9])=[N:22][CH:21]=1)=[CH:24][CH:25]=2)=[O:66])=[O:61]. The yield is 0.530. (6) The reactants are [CH2:1]([O:3][C:4](=[O:18])[CH:5]=[CH:6][C:7]1[C:8](Cl)=[N:9][C:10]([C:13]([F:16])([F:15])[F:14])=[CH:11][CH:12]=1)[CH3:2].[N:19]1[CH:24]=[CH:23][CH:22]=[C:21](B(O)O)[CH:20]=1. No catalyst specified. The product is [CH2:1]([O:3][C:4](=[O:18])[CH:5]=[CH:6][C:7]1[C:8]([C:21]2[CH:20]=[N:19][CH:24]=[CH:23][CH:22]=2)=[N:9][C:10]([C:13]([F:16])([F:15])[F:14])=[CH:11][CH:12]=1)[CH3:2]. The yield is 0.500. (7) The reactants are [F:1][C:2]1[CH:7]=[CH:6][C:5]([SH:8])=[CH:4][CH:3]=1.[CH:9]1(Br)[CH2:12][CH2:11][CH2:10]1.C([O-])([O-])=O.[Cs+].[Cs+]. The catalyst is CS(C)=O. The product is [CH:9]1([S:8][C:5]2[CH:6]=[CH:7][C:2]([F:1])=[CH:3][CH:4]=2)[CH2:12][CH2:11][CH2:10]1. The yield is 0.848. (8) The reactants are I[C:2]1[C:10]2[C:5](=[CH:6][CH:7]=[C:8]([C:11]3[S:12][C:13]([S:16]([CH3:19])(=[O:18])=[O:17])=[N:14][N:15]=3)[CH:9]=2)[N:4]([C:20]([O:22][C:23]([CH3:26])([CH3:25])[CH3:24])=[O:21])[CH:3]=1.[CH3:27][N:28]1[CH2:33][CH2:32][N:31]([C:34]2[CH:39]=[CH:38][CH:37]=[C:36]([Sn](CCCC)(CCCC)CCCC)[N:35]=2)[CH2:30][CH2:29]1. The catalyst is [Cu]I.C1C=CC([P]([Pd]([P](C2C=CC=CC=2)(C2C=CC=CC=2)C2C=CC=CC=2)([P](C2C=CC=CC=2)(C2C=CC=CC=2)C2C=CC=CC=2)[P](C2C=CC=CC=2)(C2C=CC=CC=2)C2C=CC=CC=2)(C2C=CC=CC=2)C2C=CC=CC=2)=CC=1. The product is [CH3:27][N:28]1[CH2:29][CH2:30][N:31]([C:34]2[N:35]=[C:36]([C:2]3[C:10]4[C:5](=[CH:6][CH:7]=[C:8]([C:11]5[S:12][C:13]([S:16]([CH3:19])(=[O:18])=[O:17])=[N:14][N:15]=5)[CH:9]=4)[N:4]([C:20]([O:22][C:23]([CH3:24])([CH3:26])[CH3:25])=[O:21])[CH:3]=3)[CH:37]=[CH:38][CH:39]=2)[CH2:32][CH2:33]1. The yield is 0.535. (9) The reactants are [CH2:1]([N:3]([CH3:17])[S:4]([C:7]1[CH:8]=[N:9][C:10]([Sn](C)(C)C)=[CH:11][CH:12]=1)(=[O:6])=[O:5])[CH3:2].[NH2:18][C:19]1[C:24]([C:25]2[S:33][C:28]3[C:29](=[O:32])[NH:30][CH2:31][C:27]=3[CH:26]=2)=[CH:23][C:22](Br)=[CH:21][N:20]=1. No catalyst specified. The product is [NH2:18][C:19]1[N:20]=[CH:21][C:22]([C:10]2[CH:11]=[CH:12][C:7]([S:4]([N:3]([CH2:1][CH3:2])[CH3:17])(=[O:6])=[O:5])=[CH:8][N:9]=2)=[CH:23][C:24]=1[C:25]1[S:33][C:28]2[C:29](=[O:32])[NH:30][CH2:31][C:27]=2[CH:26]=1. The yield is 0.380. (10) The reactants are C([O:4][CH2:5][C:6]1[C:7]([S:37]([CH3:40])(=[O:39])=[O:38])=[CH:8][C:9]2[N:13]3[CH2:14][CH2:15][N:16]([C:21]4[N:26]=[C:25]([C:27]([F:30])([F:29])[F:28])[C:24]([C:31]([O:33]CC)=[O:32])=[CH:23][N:22]=4)[C@H:17]([CH:18]([CH3:20])[CH3:19])[C:12]3=[N:11][C:10]=2[CH:36]=1)(=O)C.O[Li].O. The catalyst is CO.O. The product is [OH:4][CH2:5][C:6]1[C:7]([S:37]([CH3:40])(=[O:38])=[O:39])=[CH:8][C:9]2[N:13]3[CH2:14][CH2:15][N:16]([C:21]4[N:26]=[C:25]([C:27]([F:29])([F:28])[F:30])[C:24]([C:31]([OH:33])=[O:32])=[CH:23][N:22]=4)[C@H:17]([CH:18]([CH3:20])[CH3:19])[C:12]3=[N:11][C:10]=2[CH:36]=1.[OH:4][CH2:5][C:6]1[C:7]([S:37]([CH3:40])(=[O:38])=[O:39])=[CH:8][C:9]2[N:13]3[CH2:14][CH2:15][N:16]([C:21]4[N:26]=[C:25]([C:27]([F:29])([F:28])[F:30])[C:24]([C:31]([OH:33])=[O:32])=[CH:23][N:22]=4)[C@@H:17]([CH:18]([CH3:20])[CH3:19])[C:12]3=[N:11][C:10]=2[CH:36]=1. The yield is 0.400.